This data is from Peptide-MHC class II binding affinity with 134,281 pairs from IEDB. The task is: Regression. Given a peptide amino acid sequence and an MHC pseudo amino acid sequence, predict their binding affinity value. This is MHC class II binding data. (1) The peptide sequence is NLTNLLSARKLDSSK. The MHC is DRB1_0405 with pseudo-sequence DRB1_0405. The binding affinity (normalized) is 0.305. (2) The peptide sequence is KTFEREYPTIKQKKPHHHHHH. The MHC is HLA-DQA10501-DQB10302 with pseudo-sequence HLA-DQA10501-DQB10302. The binding affinity (normalized) is 0.207. (3) The peptide sequence is QWKTANEAVQDPKFW. The MHC is HLA-DQA10201-DQB10402 with pseudo-sequence HLA-DQA10201-DQB10402. The binding affinity (normalized) is 0.242.